This data is from Catalyst prediction with 721,799 reactions and 888 catalyst types from USPTO. The task is: Predict which catalyst facilitates the given reaction. (1) Reactant: [CH2:1]([C@@H:3]1[C@@H:5]([CH:6]=[O:7])[N:4]1[C:8]([O:10][C:11]([CH3:14])([CH3:13])[CH3:12])=[O:9])[CH3:2].[C-]#N.[Na+].[CH3:18][OH:19]. Product: [CH2:1]([C@H:3]1[N:4]([C:8]([O:10][C:11]([CH3:13])([CH3:12])[CH3:14])=[O:9])[C@@H:5]1[C:6]([O:19][CH3:18])=[O:7])[CH3:2]. The catalyst class is: 697. (2) Reactant: [C:1]1([C:7]2([C:11]#N)[CH2:10][CH2:9][CH2:8]2)[CH:6]=[CH:5][CH:4]=[CH:3][CH:2]=1.[OH-:13].[K+].C1(C)C=CC=CC=1.[OH2:22]. Product: [C:1]1([C:7]2([C:11]([OH:22])=[O:13])[CH2:10][CH2:9][CH2:8]2)[CH:6]=[CH:5][CH:4]=[CH:3][CH:2]=1. The catalyst class is: 196. (3) Product: [Br:1][C:2]1[CH:7]=[C:6]([O:8][CH2:18][CH2:19][CH2:20][O:21][CH3:22])[C:5]([F:9])=[C:4]([Cl:10])[CH:3]=1. Reactant: [Br:1][C:2]1[CH:3]=[C:4]([Cl:10])[C:5]([F:9])=[C:6]([OH:8])[CH:7]=1.C(=O)([O-])[O-].[K+].[K+].Br[CH2:18][CH2:19][CH2:20][O:21][CH3:22].O. The catalyst class is: 3. (4) Reactant: [Cl:1][C:2]1[CH:3]=[N:4][CH:5]=[C:6]([Cl:42])[C:7]=1[C:8](=[O:41])[CH2:9][N:10]([CH2:32][C:33]1[CH:38]=[C:37]([F:39])[CH:36]=[C:35]([F:40])[CH:34]=1)[C:11]([C:13]1[CH:14]=[N:15][N:16]([C@H:21]2[CH2:26][CH2:25][C@H:24]([C:27]([O:29]CC)=[O:28])[CH2:23][CH2:22]2)[C:17]=1[CH:18]([F:20])[F:19])=[O:12].Cl.O. Product: [Cl:42][C:6]1[CH:5]=[N:4][CH:3]=[C:2]([Cl:1])[C:7]=1[C:8](=[O:41])[CH2:9][N:10]([CH2:32][C:33]1[CH:38]=[C:37]([F:39])[CH:36]=[C:35]([F:40])[CH:34]=1)[C:11]([C:13]1[CH:14]=[N:15][N:16]([C@H:21]2[CH2:26][CH2:25][C@H:24]([C:27]([OH:29])=[O:28])[CH2:23][CH2:22]2)[C:17]=1[CH:18]([F:19])[F:20])=[O:12]. The catalyst class is: 12. (5) Reactant: [CH:1]([N:4]1[C:8]([C:9]2[N:18]=[C:17]3[N:11]([CH2:12][CH2:13][O:14][C:15]4[CH:22]=[C:21]([O:23][CH:24]([CH:26]5[CH2:31][CH2:30][NH:29][CH2:28][CH2:27]5)[CH3:25])[CH:20]=[CH:19][C:16]=43)[CH:10]=2)=[N:7][CH:6]=[N:5]1)([CH3:3])[CH3:2].[CH3:32][C:33]([CH3:35])=O. Product: [CH:1]([N:4]1[C:8]([C:9]2[N:18]=[C:17]3[C:16]4[CH:19]=[CH:20][C:21]([O:23][CH:24]([CH:26]5[CH2:31][CH2:30][N:29]([CH:33]([CH3:35])[CH3:32])[CH2:28][CH2:27]5)[CH3:25])=[CH:22][C:15]=4[O:14][CH2:13][CH2:12][N:11]3[CH:10]=2)=[N:7][CH:6]=[N:5]1)([CH3:2])[CH3:3]. The catalyst class is: 19. (6) Reactant: [NH2:1][C:2]1[C:7]([N+:8]([O-:10])=[O:9])=[CH:6][CH:5]=[CH:4][C:3]=1[NH2:11].[Cl:12][CH2:13][C:14](O)=O. Product: [Cl:12][CH2:13][C:14]1[NH:11][C:3]2[CH:4]=[CH:5][CH:6]=[C:7]([N+:8]([O-:10])=[O:9])[C:2]=2[N:1]=1. The catalyst class is: 33.